This data is from Full USPTO retrosynthesis dataset with 1.9M reactions from patents (1976-2016). The task is: Predict the reactants needed to synthesize the given product. (1) Given the product [F:20][C:14]1[CH:15]=[C:16]([F:19])[CH:17]=[CH:18][C:13]=1[C:12]1[NH:11][C:10]([C:21]([CH3:26])([CH3:27])[C:22]([O:24][CH3:25])=[O:23])=[N:9][C:8]=1[C:6]1[CH:5]=[CH:4][C:3]([N+:28]([O-:30])=[O:29])=[C:2]([OH:32])[N:7]=1, predict the reactants needed to synthesize it. The reactants are: N[C:2]1[N:7]=[C:6]([C:8]2[N:9]=[C:10]([C:21]([CH3:27])([CH3:26])[C:22]([O:24][CH3:25])=[O:23])[NH:11][C:12]=2[C:13]2[CH:18]=[CH:17][C:16]([F:19])=[CH:15][C:14]=2[F:20])[CH:5]=[CH:4][C:3]=1[N+:28]([O-:30])=[O:29].S(=O)(=O)(O)[OH:32].N([O-])=O.[Na+]. (2) Given the product [F:36][C:37]([F:42])([F:41])[C:38]([OH:40])=[O:39].[CH3:28][NH:27][C@@H:24]1[CH2:25][CH2:26][N:22]([C:4]2[C:5]3[CH2:12][CH2:11][CH2:10][C:9]4[N:13]([C:16]5[CH:17]=[CH:18][CH:19]=[CH:20][CH:21]=5)[N:14]=[CH:15][C:8]=4[C:6]=3[N:7]=[C:2]([NH2:1])[N:3]=2)[CH2:23]1, predict the reactants needed to synthesize it. The reactants are: [NH2:1][C:2]1[N:3]=[C:4]([N:22]2[CH2:26][CH2:25][C@@H:24]([N:27](C)[C:28](=O)OC(C)(C)C)[CH2:23]2)[C:5]2[CH2:12][CH2:11][CH2:10][C:9]3[N:13]([C:16]4[CH:21]=[CH:20][CH:19]=[CH:18][CH:17]=4)[N:14]=[CH:15][C:8]=3[C:6]=2[N:7]=1.[F:36][C:37]([F:42])([F:41])[C:38]([OH:40])=[O:39]. (3) Given the product [N+:1]([C:4]1[CH:13]=[CH:12][CH:11]=[C:10]2[C:5]=1[CH:6]=[CH:7][N:27]([CH:21]1[CH:22]3[CH2:25][CH2:26][N:19]([CH2:24][CH2:23]3)[CH2:20]1)[C:9]2=[O:14])([O-:3])=[O:2], predict the reactants needed to synthesize it. The reactants are: [N+:1]([C:4]1[CH:13]=[CH:12][CH:11]=[C:10]2[C:5]=1[CH:6]=[CH:7]O[C:9]2=[O:14])([O-:3])=[O:2].CO.Cl.Cl.[N:19]12[CH2:26][CH2:25][CH:22]([CH2:23][CH2:24]1)[CH:21]([NH2:27])[CH2:20]2.C(N(CC)CC)C.